Dataset: Forward reaction prediction with 1.9M reactions from USPTO patents (1976-2016). Task: Predict the product of the given reaction. (1) Given the reactants C(OC([N:8]1[CH2:13][CH2:12][CH:11]([C:14]([NH:16][S:17]([C:20]2[CH:25]=[C:24]([C:26]([F:29])([F:28])[F:27])[CH:23]=[C:22]([C:30]([F:33])([F:32])[F:31])[CH:21]=2)(=[O:19])=[O:18])=[O:15])[CH2:10][CH2:9]1)=O)(C)(C)C.[ClH:34], predict the reaction product. The product is: [NH:8]1[CH2:13][CH2:12][CH:11]([C:14]([NH:16][S:17]([C:20]2[CH:21]=[C:22]([C:30]([F:31])([F:32])[F:33])[CH:23]=[C:24]([C:26]([F:29])([F:27])[F:28])[CH:25]=2)(=[O:18])=[O:19])=[O:15])[CH2:10][CH2:9]1.[ClH:34]. (2) Given the reactants [CH3:1][O:2][C:3]1[CH:8]=[CH:7][C:6]([O:9][CH2:10][O:11][CH3:12])=[CH:5][CH:4]=1.C(NC(C)C)(C)C.[Li]C.[CH:22](N1CCCCC1)=[O:23], predict the reaction product. The product is: [CH3:1][O:2][C:3]1[CH:8]=[CH:7][C:6]([O:9][CH2:10][O:11][CH3:12])=[CH:5][C:4]=1[CH:22]=[O:23]. (3) Given the reactants Cl[CH2:2][CH2:3][O:4][C:5]([S:7][C:8]1[CH:13]=[CH:12][C:11]([CH3:14])=[CH:10][CH:9]=1)=[O:6].[I-:15].[Na+], predict the reaction product. The product is: [CH3:14][C:11]1[CH:12]=[CH:13][C:8]([S:7][C:5]([O:4][CH2:3][CH2:2][I:15])=[O:6])=[CH:9][CH:10]=1. (4) Given the reactants Br[C:2]1[CH:7]=[CH:6][C:5]([CH3:8])=[CH:4][C:3]=1[C:9]([N:11]1[CH2:16][CH2:15][CH2:14][C@H:13]([CH3:17])[C@@H:12]1[CH2:18][NH:19][C:20]1[CH:25]=[CH:24][C:23]([C:26]([F:29])([F:28])[F:27])=[CH:22][N:21]=1)=[O:10].[CH3:30][N:31]1[CH:35]=[C:34](B2OC(C)(C)C(C)(C)O2)[CH:33]=[N:32]1.[C:45]([O-:48])([O-])=[O:46].[K+].[K+], predict the reaction product. The product is: [CH3:17][C@H:13]1[CH2:14][CH2:15][CH2:16][N:11]([C:9]([C:3]2[CH:4]=[C:5]([CH3:8])[CH:6]=[CH:7][C:2]=2[C:34]2[CH:33]=[N:32][N:31]([CH3:30])[CH:35]=2)=[O:10])[C@H:12]1[CH2:18][NH:19][C:20]1[CH:25]=[CH:24][C:23]([C:26]([F:29])([F:28])[F:27])=[CH:22][N:21]=1.[C:45]([OH:48])([C:26]([F:29])([F:28])[F:27])=[O:46]. (5) The product is: [C:1]([O:5][C:6]([N:8]1[CH2:12][CH:11]=[C:10]([C:35]2[CH:40]=[N:39][C:38]([NH2:41])=[CH:37][CH:36]=2)[CH2:9]1)=[O:7])([CH3:4])([CH3:3])[CH3:2]. Given the reactants [C:1]([O:5][C:6]([N:8]1[CH2:12][CH:11]=[C:10](OS(C(F)(F)F)(=O)=O)[CH2:9]1)=[O:7])([CH3:4])([CH3:3])[CH3:2].C(=O)([O-])[O-].[K+].[K+].CC1(C)C(C)(C)OB([C:35]2[CH:36]=[CH:37][C:38]([NH2:41])=[N:39][CH:40]=2)O1.C([O-])(O)=O.[Na+], predict the reaction product. (6) Given the reactants [Cl:1][C:2]1[CH:7]=[CH:6][CH:5]=[CH:4][C:3]=1[S:8]([N:11]1[CH2:16][CH2:15][C:14]([CH2:20][CH2:21][O:22][CH3:23])([C:17](O)=[O:18])[CH2:13][CH2:12]1)(=[O:10])=[O:9].F[P-](F)(F)(F)(F)F.N1(OC(N(C)C)=[N+](C)C)C2N=CC=CC=2N=N1.[CH2:48]([O:50][C:51](=[O:60])[CH2:52][C:53]1[CH:58]=[CH:57][C:56]([NH2:59])=[CH:55][CH:54]=1)[CH3:49].CN1CCOCC1, predict the reaction product. The product is: [CH2:48]([O:50][C:51](=[O:60])[CH2:52][C:53]1[CH:54]=[CH:55][C:56]([NH:59][C:17]([C:14]2([CH2:20][CH2:21][O:22][CH3:23])[CH2:13][CH2:12][N:11]([S:8]([C:3]3[CH:4]=[CH:5][CH:6]=[CH:7][C:2]=3[Cl:1])(=[O:9])=[O:10])[CH2:16][CH2:15]2)=[O:18])=[CH:57][CH:58]=1)[CH3:49].